This data is from Reaction yield outcomes from USPTO patents with 853,638 reactions. The task is: Predict the reaction yield, written as a fraction of the theoretical maximum amount of product (1.0 means a 100% yield; for example, 0.34 means a 34% yield). (1) The reactants are Cl[C:2]1[C:3](=[O:15])[N:4](C2CCCCO2)[N:5]=[CH:6][C:7]=1Cl.[N:16]1[CH:21]=[CH:20][CH:19]=[C:18]([OH:22])[CH:17]=1.C[O:24][C:25](=[O:34])[CH:26](Br)[CH2:27][CH:28]1[CH2:32][CH2:31][CH2:30][CH2:29]1. No catalyst specified. The product is [CH:28]1([CH2:27][CH:26]([N:4]2[C:3](=[O:15])[CH:2]=[C:7]([O:22][C:18]3[CH:17]=[N:16][CH:21]=[CH:20][CH:19]=3)[CH:6]=[N:5]2)[C:25]([OH:24])=[O:34])[CH2:32][CH2:31][CH2:30][CH2:29]1. The yield is 0.720. (2) The reactants are [OH-].[Na+].[Br:3][C:4]1[CH:9]=[CH:8][C:7]([N:10]([C:15]2[C:35]([CH:36]3[CH2:38][CH2:37]3)=[CH:34][C:18]3[C:19]([C:29]([O:31]CC)=[O:30])=[C:20]([C:22]4[CH:27]=[CH:26][C:25]([Cl:28])=[CH:24][CH:23]=4)[O:21][C:17]=3[CH:16]=2)[S:11]([CH3:14])(=[O:13])=[O:12])=[CH:6][C:5]=1[Cl:39].CCOC(C)=O.Cl. The catalyst is C1COCC1.CO. The product is [Br:3][C:4]1[CH:9]=[CH:8][C:7]([N:10]([C:15]2[C:35]([CH:36]3[CH2:37][CH2:38]3)=[CH:34][C:18]3[C:19]([C:29]([OH:31])=[O:30])=[C:20]([C:22]4[CH:23]=[CH:24][C:25]([Cl:28])=[CH:26][CH:27]=4)[O:21][C:17]=3[CH:16]=2)[S:11]([CH3:14])(=[O:12])=[O:13])=[CH:6][C:5]=1[Cl:39]. The yield is 0.940.